Predict the reactants needed to synthesize the given product. From a dataset of Full USPTO retrosynthesis dataset with 1.9M reactions from patents (1976-2016). (1) Given the product [CH:35]([NH:38][C:13]([C:14]1[C:9]([NH:10][C:11]([C:16]2[N:17]([C:23]3[C:28]([Cl:29])=[CH:27][CH:26]=[CH:25][N:24]=3)[N:18]=[C:19]([O:21][CH3:22])[CH:20]=2)=[O:12])=[C:8]([Cl:30])[CH:7]=[C:6]2[C:5]=1[NH:4][N:3]=[C:2]2[Br:1])=[O:15])([CH3:37])[CH3:36], predict the reactants needed to synthesize it. The reactants are: [Br:1][C:2]1[C:6]2=[CH:7][C:8]([Cl:30])=[C:9]3[C:14]([C:13](=[O:15])[O:12][C:11]([C:16]4[N:17]([C:23]5[C:28]([Cl:29])=[CH:27][CH:26]=[CH:25][N:24]=5)[N:18]=[C:19]([O:21][CH3:22])[CH:20]=4)=[N:10]3)=[C:5]2[NH:4][N:3]=1.C(#N)C.O.[CH:35]([NH2:38])([CH3:37])[CH3:36]. (2) The reactants are: [O:1]1[CH2:6][CH2:5][CH2:4][CH2:3][CH:2]1[CH2:7][CH2:8][OH:9].[Cr](Cl)([O-])(=O)=O.[NH+]1C=CC=CC=1. Given the product [O:1]1[CH2:6][CH2:5][CH2:4][CH2:3][CH:2]1[CH2:7][CH:8]=[O:9], predict the reactants needed to synthesize it. (3) Given the product [C:1]([O:5][C:6]([N:8]1[CH2:12][C@H:11]([CH2:13][N:14]([CH:31]([CH3:32])[CH3:33])[C:15](=[O:30])[C:16]2[CH:21]=[CH:20][C:19]([O:22][CH3:23])=[C:18]([O:24][CH2:25][CH2:26][CH2:27][O:28][CH3:29])[CH:17]=2)[C@@H:10]([NH:34][CH2:35][C:36]2[CH:41]=[CH:40][CH:39]=[CH:38][CH:37]=2)[CH2:9]1)=[O:7])([CH3:3])([CH3:4])[CH3:2], predict the reactants needed to synthesize it. The reactants are: [C:1]([O:5][C:6]([N:8]1[CH2:12][C@@H:11]([CH2:13][N:14]([CH:31]([CH3:33])[CH3:32])[C:15](=[O:30])[C:16]2[CH:21]=[CH:20][C:19]([O:22][CH3:23])=[C:18]([O:24][CH2:25][CH2:26][CH2:27][O:28][CH3:29])[CH:17]=2)[C@H:10]([NH2:34])[CH2:9]1)=[O:7])([CH3:4])([CH3:3])[CH3:2].[CH:35](=O)[C:36]1[CH:41]=[CH:40][CH:39]=[CH:38][CH:37]=1.[BH-](OC(C)=O)(OC(C)=O)OC(C)=O.[Na+].